Dataset: Full USPTO retrosynthesis dataset with 1.9M reactions from patents (1976-2016). Task: Predict the reactants needed to synthesize the given product. The reactants are: C(OC[N:10]1[C:18]2[C:17]([O:19]C)=[N:16][CH:15]=[N:14][C:13]=2[C:12]([C@@H:21]2[N:25](C(OC(C)(C)C)=O)[C@@H:24]3[CH2:33][O:34][Si](C(C)C)(C(C)C)O[Si](C(C)C)(C(C)C)[O:38][C@H:23]3[C@@H:22]2[OH:51])=[CH:11]1)C1C=CC=CC=1.[ClH:52]. Given the product [ClH:52].[OH:51][C@H:22]1[C@H:23]([OH:38])[C@@H:24]([CH2:33][OH:34])[NH:25][C@H:21]1[C:12]1[C:13]2[N:14]=[CH:15][NH:16][C:17](=[O:19])[C:18]=2[NH:10][CH:11]=1, predict the reactants needed to synthesize it.